From a dataset of NCI-60 drug combinations with 297,098 pairs across 59 cell lines. Regression. Given two drug SMILES strings and cell line genomic features, predict the synergy score measuring deviation from expected non-interaction effect. (1) Drug 1: CC1C(C(=O)NC(C(=O)N2CCCC2C(=O)N(CC(=O)N(C(C(=O)O1)C(C)C)C)C)C(C)C)NC(=O)C3=C4C(=C(C=C3)C)OC5=C(C(=O)C(=C(C5=N4)C(=O)NC6C(OC(=O)C(N(C(=O)CN(C(=O)C7CCCN7C(=O)C(NC6=O)C(C)C)C)C)C(C)C)C)N)C. Drug 2: C1C(C(OC1N2C=C(C(=O)NC2=O)F)CO)O. Cell line: A498. Synergy scores: CSS=15.8, Synergy_ZIP=-0.00774, Synergy_Bliss=-0.409, Synergy_Loewe=-9.21, Synergy_HSA=-1.64. (2) Drug 1: CC1=C(C(=CC=C1)Cl)NC(=O)C2=CN=C(S2)NC3=CC(=NC(=N3)C)N4CCN(CC4)CCO. Drug 2: CN(C(=O)NC(C=O)C(C(C(CO)O)O)O)N=O. Cell line: EKVX. Synergy scores: CSS=8.02, Synergy_ZIP=-2.76, Synergy_Bliss=0.0128, Synergy_Loewe=-4.39, Synergy_HSA=0.520. (3) Drug 1: C1CC(=O)NC(=O)C1N2CC3=C(C2=O)C=CC=C3N. Drug 2: B(C(CC(C)C)NC(=O)C(CC1=CC=CC=C1)NC(=O)C2=NC=CN=C2)(O)O. Cell line: M14. Synergy scores: CSS=0.0245, Synergy_ZIP=-0.908, Synergy_Bliss=-2.39, Synergy_Loewe=-0.495, Synergy_HSA=-1.44. (4) Drug 1: C1=NC2=C(N1)C(=S)N=C(N2)N. Drug 2: C1CCC(C(C1)N)N.C(=O)(C(=O)[O-])[O-].[Pt+4]. Cell line: SN12C. Synergy scores: CSS=21.8, Synergy_ZIP=-5.98, Synergy_Bliss=-2.14, Synergy_Loewe=-1.18, Synergy_HSA=-0.311.